Dataset: Reaction yield outcomes from USPTO patents with 853,638 reactions. Task: Predict the reaction yield, written as a fraction of the theoretical maximum amount of product (1.0 means a 100% yield; for example, 0.34 means a 34% yield). (1) The reactants are [CH:1]([C:3]1[CH:8]=[CH:7][C:6]([N:9]2[CH2:14][CH2:13][CH:12]([N:15]([CH:19]([CH3:21])[CH3:20])[C:16](=[O:18])[CH3:17])[CH2:11][CH2:10]2)=[CH:5][CH:4]=1)=O.[NH2:22][C:23]1[CH:31]=[C:30]([O:32][CH3:33])[CH:29]=[C:28]([O:34][CH3:35])[C:24]=1[C:25]([NH2:27])=[O:26].OS([O-])=O.[Na+].CC1C=CC(S(O)(=O)=O)=CC=1. The catalyst is CC(N(C)C)=O.O. The product is [CH3:35][O:34][C:28]1[CH:29]=[C:30]([O:32][CH3:33])[CH:31]=[C:23]2[C:24]=1[C:25](=[O:26])[NH:27][C:1]([C:3]1[CH:8]=[CH:7][C:6]([N:9]3[CH2:14][CH2:13][CH:12]([N:15]([CH:19]([CH3:21])[CH3:20])[C:16](=[O:18])[CH3:17])[CH2:11][CH2:10]3)=[CH:5][CH:4]=1)=[N:22]2. The yield is 0.200. (2) The reactants are [OH-].[Na+].[NH2:3][CH2:4][CH:5]([C:7]1[CH:12]=[CH:11][CH:10]=[CH:9][CH:8]=1)[OH:6].I[C:14]1[CH:19]=[CH:18][CH:17]=[CH:16][C:15]=1[CH3:20].C(O)(C)C. The catalyst is [Cl-].[Na+].O.[Cu]I. The product is [C:7]1([CH:5]([OH:6])[CH2:4][NH:3][C:14]2[CH:19]=[CH:18][CH:17]=[CH:16][C:15]=2[CH3:20])[CH:12]=[CH:11][CH:10]=[CH:9][CH:8]=1. The yield is 0.920.